From a dataset of Catalyst prediction with 721,799 reactions and 888 catalyst types from USPTO. Predict which catalyst facilitates the given reaction. (1) Reactant: [F:1][C:2]1[CH:3]=[C:4]([CH:8]=[C:9]([F:12])[C:10]=1[F:11])[C:5](O)=[O:6].Cl.C[N:15](C)CCCN=C=NCC.ON1C(=O)CCC1=O.N. Product: [F:1][C:2]1[CH:3]=[C:4]([CH:8]=[C:9]([F:12])[C:10]=1[F:11])[C:5]([NH2:15])=[O:6]. The catalyst class is: 35. (2) Reactant: C([O:4][CH:5]1[CH2:10][N:9]([C:11]([O:13][CH2:14][CH3:15])=[O:12])[CH2:8][CH:7]=[CH:6]1)(=O)C.[OH-].[Na+].C(O)(=O)C. Product: [OH:4][CH:5]1[CH2:10][N:9]([C:11]([O:13][CH2:14][CH3:15])=[O:12])[CH2:8][CH:7]=[CH:6]1. The catalyst class is: 14. (3) Reactant: [C:1]([C:3]1[CH:4]=[CH:5][C:6]2[O:10][C:9]([CH2:11][C:12]3[C:20]([O:21][CH3:22])=[CH:19][C:18]([CH3:23])=[C:17]4[C:13]=3[CH:14]=[CH:15][N:16]4[C:24]([O:26][C:27]([CH3:30])([CH3:29])[CH3:28])=[O:25])=[N:8][C:7]=2[CH:31]=1)#[N:2].CI.[Li+].[CH3:35][Si]([N-][Si](C)(C)C)(C)C. Product: [C:1]([C:3]1[CH:4]=[CH:5][C:6]2[O:10][C:9]([CH:11]([C:12]3[C:20]([O:21][CH3:22])=[CH:19][C:18]([CH3:23])=[C:17]4[C:13]=3[CH:14]=[CH:15][N:16]4[C:24]([O:26][C:27]([CH3:28])([CH3:30])[CH3:29])=[O:25])[CH3:35])=[N:8][C:7]=2[CH:31]=1)#[N:2]. The catalyst class is: 1. (4) Reactant: Br[C:2]1[C:3]([C:17]2[CH:22]=[CH:21][CH:20]=[CH:19][CH:18]=2)=[N:4][N:5]2[C:10]([Si:11]([CH3:14])([CH3:13])[CH3:12])=[C:9]([O:15][CH3:16])[CH:8]=[CH:7][C:6]=12.C([Li])CCC.[CH:28]([C:30]1[N:35]=[C:34]([C:36]([O:38][CH3:39])=[O:37])[CH:33]=[C:32]([CH2:40][CH2:41][CH2:42][S:43][CH3:44])[CH:31]=1)=O.[Cl-].[NH4+]. Product: [CH3:16][O:15][C:9]1[CH:8]=[CH:7][C:6]2[N:5]([N:4]=[C:3]([C:17]3[CH:22]=[CH:21][CH:20]=[CH:19][CH:18]=3)[C:2]=2[CH2:28][C:30]2[N:35]=[C:34]([C:36]([O:38][CH3:39])=[O:37])[CH:33]=[C:32]([CH2:40][CH2:41][CH2:42][S:43][CH3:44])[CH:31]=2)[C:10]=1[Si:11]([CH3:14])([CH3:13])[CH3:12]. The catalyst class is: 392. (5) Reactant: [CH:1]([O:4][C:5]1[CH:6]=[C:7]([CH:10]=[C:11]([O:13][C:14]([F:17])([F:16])[F:15])[CH:12]=1)[NH:8][CH3:9])([CH3:3])[CH3:2].Br[C:19]1[CH:24]=[C:23]([N+:25]([O-:27])=[O:26])[CH:22]=[C:21]([Cl:28])[CH:20]=1.C1C=CC(P(C2C(C3C(P(C4C=CC=CC=4)C4C=CC=CC=4)=CC=C4C=3C=CC=C4)=C3C(C=CC=C3)=CC=2)C2C=CC=CC=2)=CC=1.CC([O-])(C)C.[Na+]. Product: [Cl:28][C:21]1[CH:20]=[C:19]([CH:24]=[C:23]([N+:25]([O-:27])=[O:26])[CH:22]=1)[N:8]([C:7]1[CH:10]=[C:11]([O:13][C:14]([F:16])([F:17])[F:15])[CH:12]=[C:5]([O:4][CH:1]([CH3:3])[CH3:2])[CH:6]=1)[CH3:9]. The catalyst class is: 11. (6) Reactant: [Cl:1][C:2]1[CH:3]=[C:4]([C@H:9]([CH2:21][NH:22]C)[C@H:10]([C:12]2[CH:17]=[CH:16][CH:15]=[C:14]([N:18]([CH3:20])[CH3:19])[CH:13]=2)[OH:11])[CH:5]=[CH:6][C:7]=1[Cl:8].B.C1COCC1.Cl.CO. Product: [NH2:22][CH2:21][CH:9]([C:4]1[CH:5]=[CH:6][C:7]([Cl:8])=[C:2]([Cl:1])[CH:3]=1)[CH:10]([C:12]1[CH:17]=[CH:16][CH:15]=[C:14]([N:18]([CH3:19])[CH3:20])[CH:13]=1)[OH:11]. The catalyst class is: 1.